Dataset: Full USPTO retrosynthesis dataset with 1.9M reactions from patents (1976-2016). Task: Predict the reactants needed to synthesize the given product. (1) Given the product [Cl:1][C:2]1[C:7]([I:18])=[C:6]([CH2:8][CH3:9])[N:5]=[C:4]([NH2:10])[N:3]=1, predict the reactants needed to synthesize it. The reactants are: [Cl:1][C:2]1[CH:7]=[C:6]([CH2:8][CH3:9])[N:5]=[C:4]([NH2:10])[N:3]=1.C1C(=O)N([I:18])C(=O)C1. (2) The reactants are: [Cl:1][C:2]1[CH:7]=[CH:6][C:5]([CH2:8]C(O)=O)=[CH:4][C:3]=1[OH:12].S([O:18][CH3:19])(OC)(=O)=O.[C:20](=[O:23])([O-])[O-].[K+].[K+].[CH3:26]C(C)=O. Given the product [CH3:20][O:23][C:19](=[O:18])[CH2:8][C:5]1[CH:6]=[CH:7][C:2]([Cl:1])=[C:3]([O:12][CH3:26])[CH:4]=1, predict the reactants needed to synthesize it.